Dataset: Forward reaction prediction with 1.9M reactions from USPTO patents (1976-2016). Task: Predict the product of the given reaction. Given the reactants [Cl:1][C:2]1[CH:7]=[C:6]([C:8]([F:11])([F:10])[F:9])[CH:5]=[CH:4][C:3]=1[S:12]([N:15]1[CH2:19][C@@H:18]2[C@@H:20]([NH2:23])[CH2:21][CH2:22][C@@H:17]2[CH2:16]1)(=[O:14])=[O:13].Br[C:25]1[CH:30]=[CH:29][C:28]([C:31]([F:34])([F:33])[F:32])=[CH:27][N:26]=1.C(N(CC)CC)C, predict the reaction product. The product is: [Cl:1][C:2]1[CH:7]=[C:6]([C:8]([F:11])([F:9])[F:10])[CH:5]=[CH:4][C:3]=1[S:12]([N:15]1[CH2:19][C@@H:18]2[C@@H:20]([NH:23][C:25]3[CH:30]=[CH:29][C:28]([C:31]([F:34])([F:33])[F:32])=[CH:27][N:26]=3)[CH2:21][CH2:22][C@@H:17]2[CH2:16]1)(=[O:13])=[O:14].